From a dataset of Full USPTO retrosynthesis dataset with 1.9M reactions from patents (1976-2016). Predict the reactants needed to synthesize the given product. (1) The reactants are: Cl[C:2]1[C:7]([N:8]2[CH2:13][CH2:12][NH:11][CH2:10][CH2:9]2)=[N:6][CH:5]=[CH:4][N:3]=1.[CH3:14][O:15][C:16]1[CH:23]=[CH:22][C:19]([CH2:20][OH:21])=[CH:18][CH:17]=1. Given the product [CH3:14][O:15][C:16]1[CH:23]=[CH:22][C:19]([CH2:20][O:21][C:2]2[C:7]([N:8]3[CH2:13][CH2:12][NH:11][CH2:10][CH2:9]3)=[N:6][CH:5]=[CH:4][N:3]=2)=[CH:18][CH:17]=1, predict the reactants needed to synthesize it. (2) The reactants are: [CH3:1][O:2][C:3]1[C:8]2[O:9][C:10]3([O:16][C:7]=2[C:6]([C:17]([OH:19])=[O:18])=[CH:5][CH:4]=1)[CH2:15][CH2:14][S:13][CH2:12][CH2:11]3.[C:20]([O-])([O-])=O.[K+].[K+].S(OC)(OC)(=O)=O.O. Given the product [CH3:1][O:2][C:3]1[C:8]2[O:9][C:10]3([O:16][C:7]=2[C:6]([C:17]([O:19][CH3:20])=[O:18])=[CH:5][CH:4]=1)[CH2:11][CH2:12][S:13][CH2:14][CH2:15]3, predict the reactants needed to synthesize it.